From a dataset of Full USPTO retrosynthesis dataset with 1.9M reactions from patents (1976-2016). Predict the reactants needed to synthesize the given product. Given the product [NH:24]([C:2]1[N:10]=[C:9]2[C:5]([N:6]=[CH:7][N:8]2[CH3:11])=[C:4]([NH:12][C:13]2[CH:18]=[CH:17][C:16]([C:19]([F:22])([F:21])[F:20])=[CH:15][CH:14]=2)[N:3]=1)[NH2:25], predict the reactants needed to synthesize it. The reactants are: Cl[C:2]1[N:10]=[C:9]2[C:5]([N:6]=[CH:7][N:8]2[CH3:11])=[C:4]([NH:12][C:13]2[CH:18]=[CH:17][C:16]([C:19]([F:22])([F:21])[F:20])=[CH:15][CH:14]=2)[N:3]=1.O.[NH2:24][NH2:25].